From a dataset of Forward reaction prediction with 1.9M reactions from USPTO patents (1976-2016). Predict the product of the given reaction. (1) The product is: [NH2:20][C:18]1[N:17]=[CH:16][N:15]=[C:14]2[N:13]([C@@H:21]3[CH2:26][CH2:25][CH2:24][N:23]([C:46](=[O:47])[CH2:45][C:43]#[N:44])[CH2:22]3)[N:12]=[C:11]([C:8]3[CH:7]=[CH:6][C:5]([O:4][C:3]4[CH:27]=[CH:28][CH:29]=[CH:30][C:2]=4[F:1])=[CH:10][CH:9]=3)[C:19]=12. Given the reactants [F:1][C:2]1[CH:30]=[CH:29][CH:28]=[CH:27][C:3]=1[O:4][C:5]1[CH:10]=[CH:9][C:8]([C:11]2[C:19]3[C:14](=[N:15][CH:16]=[N:17][C:18]=3[NH2:20])[N:13]([C@@H:21]3[CH2:26][CH2:25][CH2:24][NH:23][CH2:22]3)[N:12]=2)=[CH:7][CH:6]=1.N1(C(N2C=CN=C2)=O)C=CN=C1.[C:43]([CH2:45][C:46](O)=[O:47])#[N:44], predict the reaction product. (2) Given the reactants [CH3:1][CH:2]1[C:7](=O)[CH2:6][CH2:5][CH2:4][C:3]1=[O:9].[Cl:10][C:11]1[C:17]([N+:18]([O-:20])=[O:19])=[CH:16][CH:15]=[CH:14][C:12]=1[NH2:13], predict the reaction product. The product is: [Cl:10][C:11]1[C:17]([N+:18]([O-:20])=[O:19])=[CH:16][CH:15]=[CH:14][C:12]=1[NH:13][C:7]1[CH2:6][CH2:5][CH2:4][C:3](=[O:9])[C:2]=1[CH3:1]. (3) Given the reactants [OH:1][C:2]1[C:3]([C:14](=[O:16])[CH3:15])=[CH:4][C:5]2[CH2:6][CH2:7][CH2:8][C:9]([CH3:13])([CH3:12])[C:10]=2[CH:11]=1.[Br:17]N1C(=O)CCC1=O, predict the reaction product. The product is: [Br:17][C:11]1[C:10]2[C:9]([CH3:12])([CH3:13])[CH2:8][CH2:7][CH2:6][C:5]=2[CH:4]=[C:3]([C:14](=[O:16])[CH3:15])[C:2]=1[OH:1]. (4) Given the reactants [F:1][C:2]1[CH:7]=[CH:6][C:5]([F:8])=[CH:4][C:3]=1[C:9]1([C:15]#[N:16])[CH2:14][CH2:13][O:12][CH2:11][CH2:10]1.C([O-])([O-])=[O:18].[K+].[K+].OO, predict the reaction product. The product is: [F:1][C:2]1[CH:7]=[CH:6][C:5]([F:8])=[CH:4][C:3]=1[C:9]1([C:15]([NH2:16])=[O:18])[CH2:10][CH2:11][O:12][CH2:13][CH2:14]1. (5) Given the reactants F[C:2]1[CH:3]=[C:4]([CH:7]=[CH:8][CH:9]=1)[C:5]#[N:6].[CH2:10]([O:12][C:13]1[CH:18]=[CH:17][C:16]([OH:19])=[CH:15][CH:14]=1)[CH3:11].C(=O)([O-])[O-].[Cs+].[Cs+].Cl, predict the reaction product. The product is: [CH2:10]([O:12][C:13]1[CH:18]=[CH:17][C:16]([O:19][C:2]2[CH:3]=[C:4]([CH:7]=[CH:8][CH:9]=2)[C:5]#[N:6])=[CH:15][CH:14]=1)[CH3:11]. (6) Given the reactants [CH3:1][C:2]1[CH:3]=[C:4]([CH:6]=[C:7]([CH3:9])[CH:8]=1)[NH2:5].Cl[C:11]1[S:12][C:13]([C:16]2[CH:21]=[CH:20][CH:19]=[CH:18][CH:17]=2)=[CH:14][N:15]=1, predict the reaction product. The product is: [CH3:1][C:2]1[CH:3]=[C:4]([NH:5][C:11]2[S:12][C:13]([C:16]3[CH:21]=[CH:20][CH:19]=[CH:18][CH:17]=3)=[CH:14][N:15]=2)[CH:6]=[C:7]([CH3:9])[CH:8]=1.